Dataset: Reaction yield outcomes from USPTO patents with 853,638 reactions. Task: Predict the reaction yield, written as a fraction of the theoretical maximum amount of product (1.0 means a 100% yield; for example, 0.34 means a 34% yield). (1) The reactants are C([O:3][C:4]([C:6]1([S:28]([C:31]2[CH:36]=[CH:35][C:34]([O:37][CH3:38])=[CH:33][CH:32]=2)(=[O:30])=[O:29])[CH2:11][CH2:10][N:9]([CH2:12][C:13]2[CH:18]=[CH:17][C:16]([O:19][CH2:20][CH2:21][N:22]3[CH2:27][CH2:26][CH2:25][CH2:24][CH2:23]3)=[CH:15][CH:14]=2)[CH2:8][CH2:7]1)=[O:5])C. The catalyst is C1COCC1.CO.[OH-].[Na+]. The product is [CH3:38][O:37][C:34]1[CH:35]=[CH:36][C:31]([S:28]([C:6]2([C:4]([OH:5])=[O:3])[CH2:11][CH2:10][N:9]([CH2:12][C:13]3[CH:18]=[CH:17][C:16]([O:19][CH2:20][CH2:21][N:22]4[CH2:27][CH2:26][CH2:25][CH2:24][CH2:23]4)=[CH:15][CH:14]=3)[CH2:8][CH2:7]2)(=[O:29])=[O:30])=[CH:32][CH:33]=1. The yield is 0.490. (2) The yield is 0.810. No catalyst specified. The product is [CH3:11][O:12][C:13]([C:15]1[NH:16][C:17]([CH:21]=[C:3]2[C:4]3[C:9](=[CH:8][CH:7]=[CH:6][CH:5]=3)[NH:1][C:2]2=[O:10])=[C:18]([CH3:20])[CH:19]=1)=[O:14]. The reactants are [NH:1]1[C:9]2[C:4](=[CH:5][CH:6]=[CH:7][CH:8]=2)[CH2:3][C:2]1=[O:10].[CH3:11][O:12][C:13]([C:15]1[NH:16][C:17]([CH:21]=O)=[C:18]([CH3:20])[CH:19]=1)=[O:14]. (3) The product is [C:1]([O:9][C:10]1[CH:15]=[CH:14][C:13]([O:16][CH2:21][C:22]([O:24][CH3:25])=[O:23])=[C:12]([N+:17]([O-:19])=[O:18])[CH:11]=1)(=[O:8])[C:2]1[CH:3]=[CH:4][CH:5]=[CH:6][CH:7]=1. The catalyst is CC(C)=O. The reactants are [C:1]([O:9][C:10]1[CH:15]=[CH:14][C:13]([OH:16])=[C:12]([N+:17]([O-:19])=[O:18])[CH:11]=1)(=[O:8])[C:2]1[CH:7]=[CH:6][CH:5]=[CH:4][CH:3]=1.Br[CH2:21][C:22]([O:24][CH3:25])=[O:23].C(=O)([O-])[O-].[K+].[K+]. The yield is 0.610. (4) The reactants are [C:1]([N:5]1[C:9](=[O:10])[C:8](Cl)=[C:7]([C:12]2[CH:17]=[CH:16][CH:15]=[CH:14][CH:13]=2)[S:6]1(=[O:19])=[O:18])([CH3:4])([CH3:3])[CH3:2].[N:20]1([C:26]2[CH:32]=[CH:31][C:29]([NH2:30])=[CH:28][CH:27]=2)[CH2:25][CH2:24][CH2:23][CH2:22][CH2:21]1.CCOC(C)=O. The catalyst is CN(C=O)C. The product is [C:1]([N:5]1[C:9](=[O:10])[C:8]([NH:30][C:29]2[CH:28]=[CH:27][C:26]([N:20]3[CH2:25][CH2:24][CH2:23][CH2:22][CH2:21]3)=[CH:32][CH:31]=2)=[C:7]([C:12]2[CH:17]=[CH:16][CH:15]=[CH:14][CH:13]=2)[S:6]1(=[O:19])=[O:18])([CH3:4])([CH3:3])[CH3:2]. The yield is 0.500. (5) The reactants are [C:1]([O:5][C:6]([N:8]1[CH2:13][CH2:12][C:11](=O)[CH2:10][CH2:9]1)=[O:7])([CH3:4])([CH3:3])[CH3:2].[Cl:15][C:16]1[CH:22]=[CH:21][CH:20]=[CH:19][C:17]=1[NH2:18].C(O)(=O)C.C(O[BH-](OC(=O)C)OC(=O)C)(=O)C.[Na+]. The catalyst is ClCCCl. The product is [C:1]([O:5][C:6]([N:8]1[CH2:13][CH2:12][CH:11]([NH:18][C:17]2[CH:19]=[CH:20][CH:21]=[CH:22][C:16]=2[Cl:15])[CH2:10][CH2:9]1)=[O:7])([CH3:4])([CH3:3])[CH3:2]. The yield is 0.790. (6) The reactants are [CH3:1][C:2]1[CH:7]=[CH:6][C:5]([N+:8]([O-:10])=[O:9])=[CH:4][C:3]=1[OH:11].[F:12][C:13]([F:25])([F:24])[O:14][C:15]1[CH:20]=[CH:19][C:18](B(O)O)=[CH:17][CH:16]=1.C(N(CC)CC)C. The catalyst is C([O-])(=O)C.[Cu+2].C([O-])(=O)C.ClCCl. The product is [CH3:1][C:2]1[CH:7]=[CH:6][C:5]([N+:8]([O-:10])=[O:9])=[CH:4][C:3]=1[O:11][C:18]1[CH:17]=[CH:16][C:15]([O:14][C:13]([F:12])([F:24])[F:25])=[CH:20][CH:19]=1. The yield is 0.206. (7) The reactants are [Br:1][C:2]1[CH:3]=[C:4]([C:8]2[O:12][N:11]=[C:10]3[CH:13]=[CH:14][C:15]([C:17]4[CH:22]=[CH:21][N:20]=[C:19]([NH2:23])[N:18]=4)=[CH:16][C:9]=23)[CH:5]=[CH:6][CH:7]=1.[H-].[Na+].[S:26]1[CH:30]=[CH:29][CH:28]=[C:27]1[C:31](Cl)=[O:32]. The catalyst is CN(C=O)C.C1COCC1.CN(C=O)C. The product is [Br:1][C:2]1[CH:3]=[C:4]([C:8]2[O:12][N:11]=[C:10]3[CH:13]=[CH:14][C:15]([C:17]4[CH:22]=[CH:21][N:20]=[C:19]([NH:23][C:31]([C:27]5[S:26][CH:30]=[CH:29][CH:28]=5)=[O:32])[N:18]=4)=[CH:16][C:9]=23)[CH:5]=[CH:6][CH:7]=1. The yield is 0.240.